Dataset: Full USPTO retrosynthesis dataset with 1.9M reactions from patents (1976-2016). Task: Predict the reactants needed to synthesize the given product. (1) Given the product [Cl:1][C:2]1[CH:7]=[CH:6][C:5]([S:8]([NH:11][C@@H:12]([C:20]2[C:24]([C:25]#[CH:26])=[C:23]([CH3:31])[O:22][N:21]=2)[CH2:13][C:14]2[CH:19]=[CH:18][CH:17]=[CH:16][CH:15]=2)(=[O:9])=[O:10])=[CH:4][CH:3]=1, predict the reactants needed to synthesize it. The reactants are: [Cl:1][C:2]1[CH:7]=[CH:6][C:5]([S:8]([NH:11][C@@H:12]([C:20]2[C:24]([C:25]#[C:26][Si](C)(C)C)=[C:23]([CH3:31])[O:22][N:21]=2)[CH2:13][C:14]2[CH:19]=[CH:18][CH:17]=[CH:16][CH:15]=2)(=[O:10])=[O:9])=[CH:4][CH:3]=1.CCCC[N+](CCCC)(CCCC)CCCC.[F-].[Cl-].N. (2) The reactants are: C1CCN2C(=NCCC2)CC1.[CH:12]1([C:17]2([CH2:25][CH2:26][C:27]3[CH:32]=[CH:31][C:30]([O:33][CH3:34])=[CH:29][CH:28]=3)[O:22][C:21](=[O:23])[CH2:20][C:19](=[O:24])[CH2:18]2)[CH2:16][CH2:15][CH2:14][CH2:13]1.[CH2:35](Br)[C:36]1[CH:41]=[CH:40][CH:39]=[CH:38][CH:37]=1.[I-].[Na+]. Given the product [CH2:35]([CH:20]1[C:19](=[O:24])[CH2:18][C:17]([CH:12]2[CH2:16][CH2:15][CH2:14][CH2:13]2)([CH2:25][CH2:26][C:27]2[CH:32]=[CH:31][C:30]([O:33][CH3:34])=[CH:29][CH:28]=2)[O:22][C:21]1=[O:23])[C:36]1[CH:41]=[CH:40][CH:39]=[CH:38][CH:37]=1, predict the reactants needed to synthesize it.